Predict the reactants needed to synthesize the given product. From a dataset of Full USPTO retrosynthesis dataset with 1.9M reactions from patents (1976-2016). (1) Given the product [Cl:1][C:2]1[CH:3]=[CH:4][C:5]([C:8]#[C:9][C:10]2[CH:11]=[CH:12][C:13]([CH2:14][N:15]([CH2:29][CH2:30][CH2:31][CH2:32][CH2:33][CH3:34])[C:16]3[CH:28]=[CH:27][C:19]([OH:20])=[C:18]([CH:17]=3)[C:23]([OH:24])=[O:22])=[CH:35][CH:36]=2)=[CH:6][CH:7]=1, predict the reactants needed to synthesize it. The reactants are: [Cl:1][C:2]1[CH:7]=[CH:6][C:5]([C:8]#[C:9][C:10]2[CH:36]=[CH:35][C:13]([CH2:14][N:15]([CH2:29][CH2:30][CH2:31][CH2:32][CH2:33][CH3:34])[C:16]3[CH:28]=[CH:27][C:19]4[O:20]C(C)(C)[O:22][C:23](=[O:24])[C:18]=4[CH:17]=3)=[CH:12][CH:11]=2)=[CH:4][CH:3]=1.[OH-].[Na+]. (2) The reactants are: C([O:3][C:4](=[O:35])[CH2:5][N:6]([S:29]([N:32]([CH3:34])[CH3:33])(=[O:31])=[O:30])[CH2:7][C:8]1[CH:13]=[CH:12][C:11]([O:14][CH2:15][C:16]2[N:17]=[C:18]([C:22]3[CH:27]=[CH:26][C:25]([CH3:28])=[CH:24][CH:23]=3)[O:19][C:20]=2[CH3:21])=[CH:10][CH:9]=1)C.O.[OH-].[Li+]. Given the product [CH3:33][N:32]([S:29]([N:6]([CH2:5][C:4]([OH:35])=[O:3])[CH2:7][C:8]1[CH:9]=[CH:10][C:11]([O:14][CH2:15][C:16]2[N:17]=[C:18]([C:22]3[CH:23]=[CH:24][C:25]([CH3:28])=[CH:26][CH:27]=3)[O:19][C:20]=2[CH3:21])=[CH:12][CH:13]=1)(=[O:30])=[O:31])[CH3:34], predict the reactants needed to synthesize it. (3) Given the product [OH:38][C:36](=[O:37])[CH2:35][CH2:34][C:33]([NH:2][C@H:3]([C:11]([NH:13][C@H:14]([C:25]([NH:27][CH2:28][CH2:29][CH2:30][CH2:31][CH3:32])=[O:26])[CH2:15][C:16]1[CH:17]=[CH:18][C:19]([N+:22]([O-:24])=[O:23])=[CH:20][CH:21]=1)=[O:12])[CH2:4][C:5]1[CH:10]=[CH:9][CH:8]=[CH:7][CH:6]=1)=[O:39], predict the reactants needed to synthesize it. The reactants are: Cl.[NH2:2][C@H:3]([C:11]([NH:13][C@H:14]([C:25]([NH:27][CH2:28][CH2:29][CH2:30][CH2:31][CH3:32])=[O:26])[CH2:15][C:16]1[CH:21]=[CH:20][C:19]([N+:22]([O-:24])=[O:23])=[CH:18][CH:17]=1)=[O:12])[CH2:4][C:5]1[CH:10]=[CH:9][CH:8]=[CH:7][CH:6]=1.[C:33]1(=[O:39])[O:38][C:36](=[O:37])[CH2:35][CH2:34]1. (4) The reactants are: Cl[C:2]1[CH:3]=[C:4]([CH:7]=[CH:8][C:9]=1[N:10]=[C:11]=[S:12])[C:5]#[N:6].[C:13]([C:15]([NH:18][C:19]1[CH:28]=[CH:27][C:22]([C:23](NC)=O)=[C:21]([F:29])[CH:20]=1)([CH3:17])[CH3:16])#N.C([OH:32])C.Cl.[CH3:34][N:35](C=O)C. Given the product [F:29][C:21]1[CH:20]=[C:19]([N:18]2[C:15]([CH3:16])([CH3:17])[C:13](=[O:32])[N:10]([C:9]3[CH:8]=[C:7]([C:34]#[N:35])[C:4](=[CH:3][CH:2]=3)[C:5]#[N:6])[C:11]2=[S:12])[CH:28]=[CH:27][C:22]=1[CH3:23], predict the reactants needed to synthesize it.